From a dataset of Reaction yield outcomes from USPTO patents with 853,638 reactions. Predict the reaction yield, written as a fraction of the theoretical maximum amount of product (1.0 means a 100% yield; for example, 0.34 means a 34% yield). (1) The reactants are [C:1]([C:3]1[NH:7][C:6]([C:8]2[CH:13]=[CH:12][C:11]([NH:14][S:15]([CH2:18][CH3:19])(=[O:17])=[O:16])=[CH:10][CH:9]=2)=[CH:5][CH:4]=1)#[N:2].[CH3:20][C:21](C)([O-])[CH3:22].[K+].C(Br)C=C. No catalyst specified. The product is [CH2:22]([N:7]1[C:3]([C:1]#[N:2])=[CH:4][CH:5]=[C:6]1[C:8]1[CH:9]=[CH:10][C:11]([NH:14][S:15]([CH2:18][CH3:19])(=[O:17])=[O:16])=[CH:12][CH:13]=1)[CH:21]=[CH2:20]. The yield is 0.0630. (2) The reactants are C([O:8][C:9]1[CH:14]=[CH:13][C:12]([C:15]2[O:19][N:18]=[C:17]([C:20]3[CH:25]=[CH:24][C:23]([O:26][C:27]4[CH:32]=[CH:31][CH:30]=[CH:29][CH:28]=4)=[CH:22][CH:21]=3)[N:16]=2)=[CH:11][CH:10]=1)C1C=CC=CC=1. The catalyst is CO.C1COCC1.[Pd]. The product is [O:26]([C:23]1[CH:22]=[CH:21][C:20]([C:17]2[N:16]=[C:15]([C:12]3[CH:13]=[CH:14][C:9]([OH:8])=[CH:10][CH:11]=3)[O:19][N:18]=2)=[CH:25][CH:24]=1)[C:27]1[CH:32]=[CH:31][CH:30]=[CH:29][CH:28]=1. The yield is 0.310.